Dataset: Full USPTO retrosynthesis dataset with 1.9M reactions from patents (1976-2016). Task: Predict the reactants needed to synthesize the given product. (1) The reactants are: [Cl:1][C:2]1[CH:3]=[C:4]([C:8]2[O:12][C:11]([CH2:13][CH2:14][C:15]([OH:17])=[O:16])=[N:10][N:9]=2)[CH:5]=[CH:6][CH:7]=1.[C:18](NN)(=O)CC.IC.C([O-])([O-])=O.[K+].[K+]. Given the product [CH3:18][O:16][C:15](=[O:17])[CH2:14][CH2:13][C:11]1[O:12][C:8]([C:4]2[CH:5]=[CH:6][CH:7]=[C:2]([Cl:1])[CH:3]=2)=[N:9][N:10]=1, predict the reactants needed to synthesize it. (2) Given the product [O:15]1[CH:16]=[CH:17][N:18]=[C:14]1[C:2]1[CH:8]=[CH:7][CH:6]=[CH:5][C:3]=1[NH2:4], predict the reactants needed to synthesize it. The reactants are: I[C:2]1[CH:8]=[CH:7][CH:6]=[CH:5][C:3]=1[NH2:4].C([Sn](CCCC)(CCCC)[C:14]1[O:15][CH:16]=[CH:17][N:18]=1)CCC.